From a dataset of NCI-60 drug combinations with 297,098 pairs across 59 cell lines. Regression. Given two drug SMILES strings and cell line genomic features, predict the synergy score measuring deviation from expected non-interaction effect. (1) Drug 1: CC1=C(C=C(C=C1)C(=O)NC2=CC(=CC(=C2)C(F)(F)F)N3C=C(N=C3)C)NC4=NC=CC(=N4)C5=CN=CC=C5. Drug 2: CC(C)NC(=O)C1=CC=C(C=C1)CNNC.Cl. Cell line: A498. Synergy scores: CSS=0.474, Synergy_ZIP=-0.170, Synergy_Bliss=-2.28, Synergy_Loewe=-4.54, Synergy_HSA=-4.27. (2) Drug 1: CC1OCC2C(O1)C(C(C(O2)OC3C4COC(=O)C4C(C5=CC6=C(C=C35)OCO6)C7=CC(=C(C(=C7)OC)O)OC)O)O. Drug 2: C1CN1P(=S)(N2CC2)N3CC3. Cell line: MDA-MB-435. Synergy scores: CSS=-1.93, Synergy_ZIP=-3.29, Synergy_Bliss=-8.12, Synergy_Loewe=-10.9, Synergy_HSA=-10.8.